This data is from Full USPTO retrosynthesis dataset with 1.9M reactions from patents (1976-2016). The task is: Predict the reactants needed to synthesize the given product. (1) Given the product [Cl:1][C:2]1[CH:3]=[C:4]([N:17]2[C:22](=[O:23])[NH:21][C:20](=[O:24])[CH:19]=[N:18]2)[CH:5]=[CH:6][C:7]=1[CH:8]([C:9]1[CH:14]=[CH:13][C:12]([Cl:15])=[CH:11][CH:10]=1)[S:25][C:26]1[CH:31]=[CH:30][CH:29]=[CH:28][N:27]=1, predict the reactants needed to synthesize it. The reactants are: [Cl:1][C:2]1[CH:3]=[C:4]([N:17]2[C:22](=[O:23])[NH:21][C:20](=[O:24])[CH:19]=[N:18]2)[CH:5]=[CH:6][C:7]=1[CH:8](Cl)[C:9]1[CH:14]=[CH:13][C:12]([Cl:15])=[CH:11][CH:10]=1.[SH:25][C:26]1[CH:31]=[CH:30][CH:29]=[CH:28][N:27]=1.N12CCCN=C1CCCCC2. (2) Given the product [C:1]([N:8]1[CH2:13][CH2:12][CH2:11][C@H:10]([O:14][C:16](=[S:15])[CH3:17])[CH2:9]1)([O:3][C:4]([CH3:7])([CH3:6])[CH3:5])=[O:2], predict the reactants needed to synthesize it. The reactants are: [C:1]([N:8]1[CH2:13][CH2:12][CH2:11][C@@H:10]([OH:14])[CH2:9]1)([O:3][C:4]([CH3:7])([CH3:6])[CH3:5])=[O:2].[S:15]1C=C[CH:17]=[C:16]1CC(O)=O.C1(P(C2C=CC=CC=2)C2C=CC=CC=2)C=CC=CC=1. (3) Given the product [N+:8]([C:5]1[CH:6]=[CH:7][C:2]([O:15][C:13]([CH3:16])([CH3:14])[C:12]([F:18])([F:17])[F:11])=[CH:3][CH:4]=1)([O-:10])=[O:9], predict the reactants needed to synthesize it. The reactants are: F[C:2]1[CH:7]=[CH:6][C:5]([N+:8]([O-:10])=[O:9])=[CH:4][CH:3]=1.[F:11][C:12]([F:18])([F:17])[C:13]([CH3:16])([OH:15])[CH3:14].[H-].[Na+].